This data is from Peptide-MHC class I binding affinity with 185,985 pairs from IEDB/IMGT. The task is: Regression. Given a peptide amino acid sequence and an MHC pseudo amino acid sequence, predict their binding affinity value. This is MHC class I binding data. The peptide sequence is RPRIRLSAP. The MHC is HLA-A31:01 with pseudo-sequence HLA-A31:01. The binding affinity (normalized) is 0.0847.